This data is from Reaction yield outcomes from USPTO patents with 853,638 reactions. The task is: Predict the reaction yield, written as a fraction of the theoretical maximum amount of product (1.0 means a 100% yield; for example, 0.34 means a 34% yield). The reactants are [CH3:1][C:2]1[S:9][C:8]2[CH:7]=[C:6]([C:10]([OH:12])=O)[NH:5][C:4]=2[C:3]=1[N:13]([CH3:22])[S:14]([C:17]1[S:18][CH:19]=[CH:20][CH:21]=1)(=[O:16])=[O:15].Cl.[CH3:24]OCN.[N:28]1([OH:37])[C:32]2C=CC=CC=2N=N1.Cl.CN(C)CCCN=C=NCC. The catalyst is O.CN(C)C=O.C(N(CC)CC)C. The product is [CH3:24][O:37][N:28]([CH3:32])[C:10]([C:6]1[NH:5][C:4]2[C:3]([N:13]([CH3:22])[S:14]([C:17]3[S:18][CH:19]=[CH:20][CH:21]=3)(=[O:16])=[O:15])=[C:2]([CH3:1])[S:9][C:8]=2[CH:7]=1)=[O:12]. The yield is 0.800.